From a dataset of Full USPTO retrosynthesis dataset with 1.9M reactions from patents (1976-2016). Predict the reactants needed to synthesize the given product. (1) The reactants are: Cl[C:2]1[CH:7]=[C:6]([O:8][C:9]2[C:10]([CH3:18])=[CH:11][C:12]([N+:15]([O-:17])=[O:16])=[N:13][CH:14]=2)[CH:5]=[CH:4][N:3]=1.[CH3:19][N:20]1[CH:24]=[C:23](B2OC(C)(C)C(C)(C)O2)[CH:22]=[N:21]1.C([O-])([O-])=O.[K+].[K+]. Given the product [CH3:18][C:10]1[C:9]([O:8][C:6]2[CH:5]=[CH:4][N:3]=[C:2]([C:23]3[CH:22]=[N:21][N:20]([CH3:19])[CH:24]=3)[CH:7]=2)=[CH:14][N:13]=[C:12]([N+:15]([O-:17])=[O:16])[CH:11]=1, predict the reactants needed to synthesize it. (2) Given the product [CH3:20][NH:21][C:13]1[CH:12]=[CH:11][C:6]([C:7]([O:9][CH3:10])=[O:8])=[CH:5][C:4]=1[N+:1]([O-:3])=[O:2], predict the reactants needed to synthesize it. The reactants are: [N+:1]([C:4]1[CH:5]=[C:6]([CH:11]=[CH:12][C:13]=1Cl)[C:7]([O:9][CH3:10])=[O:8])([O-:3])=[O:2].C([O-])(=O)C.[Na+].[CH3:20][NH2:21].C(Cl)(Cl)Cl.C(Cl)(Cl)(Cl)Cl. (3) Given the product [CH3:1][O:2][C:3]1[CH:4]=[C:5]([S:11]([N:14]2[CH2:18][CH2:17][CH:16]([N:19]([CH2:34][CH:35]3[CH2:38][CH2:37][CH2:36]3)[S:20]([C:23]3[CH:28]=[CH:27][C:26]([O:29][CH3:30])=[C:25]([O:31][CH3:32])[CH:24]=3)(=[O:22])=[O:21])[CH2:15]2)(=[O:12])=[O:13])[CH:6]=[CH:7][C:8]=1[O:9][CH3:10], predict the reactants needed to synthesize it. The reactants are: [CH3:1][O:2][C:3]1[CH:4]=[C:5]([S:11]([N:14]2[CH2:18][CH2:17][CH:16]([NH:19][S:20]([C:23]3[CH:28]=[CH:27][C:26]([O:29][CH3:30])=[C:25]([O:31][CH3:32])[CH:24]=3)(=[O:22])=[O:21])[CH2:15]2)(=[O:13])=[O:12])[CH:6]=[CH:7][C:8]=1[O:9][CH3:10].Br[CH2:34][CH:35]1[CH2:38][CH2:37][CH2:36]1.C(=O)([O-])[O-].[K+].[K+]. (4) Given the product [CH3:1][O:2][C:3]1[CH:8]=[CH:7][CH:6]=[CH:5][C:4]=1[C:9]1[N:14]=[CH:13][N:12]=[C:11]([NH:15][C:16]2[CH:17]=[C:18]3[C:19]([CH2:39][CH2:40][N:41]3[S:44]([NH2:47])(=[O:46])=[O:45])=[CH:20][CH:21]=2)[N:10]=1, predict the reactants needed to synthesize it. The reactants are: [CH3:1][O:2][C:3]1[CH:8]=[CH:7][CH:6]=[CH:5][C:4]=1[C:9]1[N:14]=[CH:13][N:12]=[C:11]([NH:15][C:16]2[CH:17]=[C:18](CS(N)(=O)=O)[CH:19]=[CH:20][CH:21]=2)[N:10]=1.ClC1N=CN=C(NC2C=C3C([CH2:39][CH2:40][N:41]3[S:44]([NH2:47])(=[O:46])=[O:45])=CC=2)N=1.COC1C=CC=CC=1B(O)O. (5) Given the product [CH2:18]([O:25][C:26]1[CH:27]=[CH:28][C:29]([CH2:32][C:33]([NH:17][C:14]2[CH:15]=[C:16]3[C:11]([CH:10]=[N:9][N:8]3[CH2:7][CH2:6][N:1]3[CH2:5][CH2:4][CH2:3][CH2:2]3)=[CH:12][CH:13]=2)=[O:34])=[CH:30][CH:31]=1)[C:19]1[CH:20]=[CH:21][CH:22]=[CH:23][CH:24]=1, predict the reactants needed to synthesize it. The reactants are: [N:1]1([CH2:6][CH2:7][N:8]2[C:16]3[C:11](=[CH:12][CH:13]=[C:14]([NH2:17])[CH:15]=3)[CH:10]=[N:9]2)[CH2:5][CH2:4][CH2:3][CH2:2]1.[CH2:18]([O:25][C:26]1[CH:31]=[CH:30][C:29]([CH2:32][C:33](O)=[O:34])=[CH:28][CH:27]=1)[C:19]1[CH:24]=[CH:23][CH:22]=[CH:21][CH:20]=1.Cl.C(N=C=NC(C)(C)CC)C.ON1C2C=CC=CC=2N=N1.CN1CCOCC1.